This data is from Catalyst prediction with 721,799 reactions and 888 catalyst types from USPTO. The task is: Predict which catalyst facilitates the given reaction. (1) Reactant: Br[C:2]1[CH:3]=[C:4]([N+:10]([O-:12])=[O:11])[C:5]([O:8][CH3:9])=[N:6][CH:7]=1.[CH3:13][C:14]1([CH3:30])[C:18]([CH3:20])([CH3:19])[O:17][B:16]([B:16]2[O:17][C:18]([CH3:20])([CH3:19])[C:14]([CH3:30])([CH3:13])[O:15]2)[O:15]1.C([O-])(=O)C.[K+]. Product: [CH3:9][O:8][C:5]1[C:4]([N+:10]([O-:12])=[O:11])=[CH:3][C:2]([B:16]2[O:17][C:18]([CH3:20])([CH3:19])[C:14]([CH3:30])([CH3:13])[O:15]2)=[CH:7][N:6]=1. The catalyst class is: 140. (2) Reactant: [C:1]([O:5][C:6](=[O:20])[NH:7][CH2:8][CH2:9][N:10]1[C:18]2[C:17](Cl)=[N:16][CH:15]=[N:14][C:13]=2[CH:12]=[CH:11]1)([CH3:4])([CH3:3])[CH3:2].[Cl:21][C:22]1[CH:23]=[C:24]([CH:26]=[CH:27][C:28]=1[O:29][C:30]1[CH:35]=[CH:34][CH:33]=[C:32]([O:36][CH2:37][CH:38]2[CH2:40][CH2:39]2)[CH:31]=1)[NH2:25].C(=O)([O-])O.[Na+]. Product: [C:1]([O:5][C:6](=[O:20])[NH:7][CH2:8][CH2:9][N:10]1[C:18]2[C:17]([NH:25][C:24]3[CH:26]=[CH:27][C:28]([O:29][C:30]4[CH:35]=[CH:34][CH:33]=[C:32]([O:36][CH2:37][CH:38]5[CH2:40][CH2:39]5)[CH:31]=4)=[C:22]([Cl:21])[CH:23]=3)=[N:16][CH:15]=[N:14][C:13]=2[CH:12]=[CH:11]1)([CH3:4])([CH3:3])[CH3:2]. The catalyst class is: 32. (3) Reactant: FC(F)(F)C(OC(=O)C(F)(F)F)=O.C([N:16]=[S:17]([CH3:26])([C:19]1[CH:24]=[CH:23][C:22]([Br:25])=[CH:21][CH:20]=1)=[O:18])#N. Product: [Br:25][C:22]1[CH:23]=[CH:24][C:19]([S:17]([CH3:26])(=[NH:16])=[O:18])=[CH:20][CH:21]=1. The catalyst class is: 4. (4) Reactant: [OH:1][C:2]1[CH:10]=[CH:9][C:8]([C:11]2[N:12]([C:27]([O:29][C:30]([CH3:33])([CH3:32])[CH3:31])=[O:28])[C:13]3[C:18]([CH:19]=2)=[CH:17][C:16]([CH2:20][N:21]2[CH2:26][CH2:25][CH2:24][CH2:23][CH2:22]2)=[CH:15][CH:14]=3)=[C:7]2[C:3]=1[CH2:4][NH:5][C:6]2=[O:34].C(N(CC)CC)C.[Cl:42][C:43]1[CH:44]=[C:45]([S:50](Cl)(=[O:52])=[O:51])[CH:46]=[C:47]([Cl:49])[CH:48]=1. Product: [Cl:49][C:47]1[CH:46]=[C:45]([S:50]([O:1][C:2]2[CH:10]=[CH:9][C:8]([C:11]3[N:12]([C:27]([O:29][C:30]([CH3:31])([CH3:33])[CH3:32])=[O:28])[C:13]4[C:18]([CH:19]=3)=[CH:17][C:16]([CH2:20][N:21]3[CH2:26][CH2:25][CH2:24][CH2:23][CH2:22]3)=[CH:15][CH:14]=4)=[C:7]3[C:3]=2[CH2:4][NH:5][C:6]3=[O:34])(=[O:51])=[O:52])[CH:44]=[C:43]([Cl:42])[CH:48]=1. The catalyst class is: 10. (5) Reactant: CC(C)([O-])C.[Na+].[F:7][C:8]1[CH:13]=[CH:12][C:11]([C@@H:14]([N:16]2[CH2:21][CH2:20][CH2:19][CH:18]([CH:22](OC(=O)C)[C:23]3[CH:28]=[CH:27][C:26]([N:29]4[CH:33]=[C:32]([CH3:34])[N:31]=[CH:30]4)=[C:25]([O:35][CH3:36])[CH:24]=3)[C:17]2=[O:41])[CH3:15])=[CH:10][CH:9]=1.O. Product: [F:7][C:8]1[CH:13]=[CH:12][C:11]([C@@H:14]([N:16]2[CH2:21][CH2:20][CH2:19]/[C:18](=[CH:22]\[C:23]3[CH:28]=[CH:27][C:26]([N:29]4[CH:33]=[C:32]([CH3:34])[N:31]=[CH:30]4)=[C:25]([O:35][CH3:36])[CH:24]=3)/[C:17]2=[O:41])[CH3:15])=[CH:10][CH:9]=1. The catalyst class is: 11.